The task is: Predict the reactants needed to synthesize the given product.. This data is from Full USPTO retrosynthesis dataset with 1.9M reactions from patents (1976-2016). The reactants are: [Cl:1][C:2]1[CH:10]=[C:9]([F:11])[C:8]([S:12]([NH:15][CH2:16][C:17]2[C:18]([NH:30][CH:31]3[CH2:36][CH2:35][O:34][CH2:33][CH2:32]3)=[C:19]3[CH:27]=[N:26][N:25]([CH2:28][CH3:29])[C:20]3=[N:21][C:22]=2[CH2:23][CH3:24])(=[O:14])=[O:13])=[CH:7][C:3]=1[C:4](O)=[O:5].[NH2:37][CH2:38][C:39]1[CH:40]=[CH:41][C:42]([F:66])=[C:43]([C:45]2[CH:50]=[CH:49][CH:48]=[C:47]([CH2:51][N:52]3[CH2:57][CH2:56][N:55]([C:58]([O:60][C:61]([CH3:64])([CH3:63])[CH3:62])=[O:59])[C@@H:54]([CH3:65])[CH2:53]3)[CH:46]=2)[CH:44]=1.C1C=CC2N(O)N=NC=2C=1.C(Cl)CCl. Given the product [Cl:1][C:2]1[CH:10]=[C:9]([F:11])[C:8]([S:12]([NH:15][CH2:16][C:17]2[C:18]([NH:30][CH:31]3[CH2:32][CH2:33][O:34][CH2:35][CH2:36]3)=[C:19]3[CH:27]=[N:26][N:25]([CH2:28][CH3:29])[C:20]3=[N:21][C:22]=2[CH2:23][CH3:24])(=[O:13])=[O:14])=[CH:7][C:3]=1[C:4]([NH:37][CH2:38][C:39]1[CH:40]=[CH:41][C:42]([F:66])=[C:43]([C:45]2[CH:50]=[CH:49][CH:48]=[C:47]([CH2:51][N:52]3[CH2:57][CH2:56][N:55]([C:58]([O:60][C:61]([CH3:62])([CH3:64])[CH3:63])=[O:59])[C@@H:54]([CH3:65])[CH2:53]3)[CH:46]=2)[CH:44]=1)=[O:5], predict the reactants needed to synthesize it.